This data is from Full USPTO retrosynthesis dataset with 1.9M reactions from patents (1976-2016). The task is: Predict the reactants needed to synthesize the given product. (1) The reactants are: Br[C:2]1[CH:7]=[CH:6][C:5]([C:8]2[N:9]([CH2:14][CH:15]3[CH2:19][CH2:18][N:17]([C:20]([CH:22]4[CH2:24][CH2:23]4)=[O:21])[CH2:16]3)[C:10]([CH3:13])=[CH:11][N:12]=2)=[CH:4][CH:3]=1.[CH3:25][C:26]1[CH:31]=[CH:30][C:29](B(O)O)=[CH:28][CH:27]=1.C([O-])([O-])=O.[K+].[K+]. Given the product [CH:22]1([C:20]([N:17]2[CH2:18][CH2:19][CH:15]([CH2:14][N:9]3[C:10]([CH3:13])=[CH:11][N:12]=[C:8]3[C:5]3[CH:6]=[CH:7][C:2]([C:29]4[CH:30]=[CH:31][C:26]([CH3:25])=[CH:27][CH:28]=4)=[CH:3][CH:4]=3)[CH2:16]2)=[O:21])[CH2:24][CH2:23]1, predict the reactants needed to synthesize it. (2) Given the product [C:9]1([C:6]2[N:7]=[CH:8][C:3]([CH2:2][C:19]3[CH:20]=[N:15][CH:16]=[N:17][CH:18]=3)=[CH:4][CH:5]=2)[CH:14]=[CH:13][CH:12]=[CH:11][CH:10]=1, predict the reactants needed to synthesize it. The reactants are: Br[CH2:2][C:3]1[CH:4]=[CH:5][C:6]([C:9]2[CH:14]=[CH:13][CH:12]=[CH:11][CH:10]=2)=[N:7][CH:8]=1.[N:15]1[CH:20]=[C:19](B(O)O)[CH:18]=[N:17][CH:16]=1. (3) Given the product [Cl:1][C:2]1[CH:14]=[C:13]([C:15](=[O:21])[CH2:16][CH2:17][C:18]([OH:20])=[O:19])[CH:12]=[CH:11][C:3]=1[O:4][CH2:5][C:6]([O:8][CH2:9][CH3:10])=[O:7], predict the reactants needed to synthesize it. The reactants are: [Cl:1][C:2]1[CH:14]=[CH:13][CH:12]=[CH:11][C:3]=1[O:4][CH2:5][C:6]([O:8][CH2:9][CH3:10])=[O:7].[C:15]1(=[O:21])[O:20][C:18](=[O:19])[CH2:17][CH2:16]1.[Cl-].[Cl-].[Cl-].[Al+3].Cl. (4) Given the product [CH2:26]([O:29][C:30](=[O:35])[CH2:31][CH2:32][CH2:33][O:22][C:19]1[CH:20]=[CH:21][C:11]2[C:10](=[O:23])[CH:9]=[C:8]3[C:13](=[N:14][C:15]4[C:6]([O:7]3)=[CH:5][C:4]([N:3]([CH2:1][CH3:2])[CH2:24][CH3:25])=[CH:17][CH:16]=4)[C:12]=2[CH:18]=1)[CH:27]=[CH2:28], predict the reactants needed to synthesize it. The reactants are: [CH2:1]([N:3]([CH2:24][CH3:25])[C:4]1[CH:5]=[C:6]2[C:15](=[CH:16][CH:17]=1)[N:14]=[C:13]1[C:8](=[CH:9][C:10](=[O:23])[C:11]3[CH:21]=[CH:20][C:19]([OH:22])=[CH:18][C:12]=31)[O:7]2)[CH3:2].[CH2:26]([O:29][C:30](=[O:35])[CH2:31][CH2:32][CH2:33]Br)[CH:27]=[CH2:28].C(=O)([O-])[O-].[K+].[K+]. (5) Given the product [Cl:41][C:37]1[CH:38]=[CH:39][CH:40]=[C:2]([Cl:1])[C:3]=1[CH2:4][C:5]1[CH:14]=[C:13]([NH:15][C:16]2[CH:21]=[CH:20][C:19]([N:22]3[CH2:27][CH2:26][NH:25][CH2:24][CH2:23]3)=[C:18]([F:35])[CH:17]=2)[C:12]2[C:11](=[O:36])[NH:10][CH:9]=[CH:8][C:7]=2[N:6]=1, predict the reactants needed to synthesize it. The reactants are: [Cl:1][C:2]1[CH:40]=[CH:39][CH:38]=[C:37]([Cl:41])[C:3]=1[CH2:4][C:5]1[CH:14]=[C:13]([NH:15][C:16]2[CH:21]=[CH:20][C:19]([N:22]3[CH2:27][CH2:26][N:25](C(OC(C)(C)C)=O)[CH2:24][CH2:23]3)=[C:18]([F:35])[CH:17]=2)[C:12]2[C:11](=[O:36])[NH:10][CH:9]=[CH:8][C:7]=2[N:6]=1.FC(F)(F)C(O)=O.